Dataset: Full USPTO retrosynthesis dataset with 1.9M reactions from patents (1976-2016). Task: Predict the reactants needed to synthesize the given product. Given the product [Br:12][CH2:13][CH2:14][CH2:15][CH2:16][N:8]1[C:9]2[C:5](=[CH:4][C:3]([O:2][CH3:1])=[CH:11][CH:10]=2)[CH:6]=[CH:7]1, predict the reactants needed to synthesize it. The reactants are: [CH3:1][O:2][C:3]1[CH:4]=[C:5]2[C:9](=[CH:10][CH:11]=1)[NH:8][CH:7]=[CH:6]2.[Br:12][CH2:13][CH2:14][CH2:15][CH2:16]Br.